From a dataset of Full USPTO retrosynthesis dataset with 1.9M reactions from patents (1976-2016). Predict the reactants needed to synthesize the given product. (1) Given the product [CH3:1][C:2]1[N:6]([CH3:7])[C:5]2[CH:8]=[C:9]([C:22]([N:54]3[CH2:58][CH2:57][CH:56]([OH:59])[CH2:55]3)=[O:24])[C:10]3[CH2:11][CH2:12][CH:13]([C:16]4[CH:21]=[CH:20][CH:19]=[CH:18][CH:17]=4)[O:14][C:15]=3[C:4]=2[N:3]=1, predict the reactants needed to synthesize it. The reactants are: [CH3:1][C:2]1[N:6]([CH3:7])[C:5]2[CH:8]=[C:9]([C:22]([OH:24])=O)[C:10]3[CH2:11][CH2:12][CH:13]([C:16]4[CH:21]=[CH:20][CH:19]=[CH:18][CH:17]=4)[O:14][C:15]=3[C:4]=2[N:3]=1.F[B-](F)(F)F.N1(OC(N(C)C)=[N+](C)C)C2C=CC=CC=2N=N1.C(N(CC)CC)C.[NH:54]1[CH2:58][CH2:57][CH:56]([OH:59])[CH2:55]1. (2) Given the product [Cl:1][C:2]1[N:10]=[C:9]2[C:5]([N:6]=[CH:7][N:8]2[CH3:11])=[C:4]([C:28]2[CH:29]=[C:30]([C:50]([F:53])([F:51])[F:52])[C:31]([O:34][CH2:35][CH2:36][CH:37]3[CH2:42][CH2:41][N:40]([C:43]([O:45][C:46]([CH3:47])([CH3:48])[CH3:49])=[O:44])[CH2:39][CH2:38]3)=[N:32][CH:33]=2)[N:3]=1, predict the reactants needed to synthesize it. The reactants are: [Cl:1][C:2]1[N:10]=[C:9]2[C:5]([N:6]=[CH:7][N:8]2[CH3:11])=[C:4](Cl)[N:3]=1.C([O-])([O-])=O.[Na+].[Na+].O.CC1(C)C(C)(C)OB([C:28]2[CH:29]=[C:30]([C:50]([F:53])([F:52])[F:51])[C:31]([O:34][CH2:35][CH2:36][CH:37]3[CH2:42][CH2:41][N:40]([C:43]([O:45][C:46]([CH3:49])([CH3:48])[CH3:47])=[O:44])[CH2:39][CH2:38]3)=[N:32][CH:33]=2)O1. (3) Given the product [Br:19][C:12]1[CH:13]=[C:14]([CH:17]=[CH:18][C:11]=1[CH:10]1[C:20]2[C:24](=[O:25])[CH2:23][CH2:22][C:21]=2[N:26]([C:27]2[CH:32]=[CH:31][CH:30]=[C:29]([C:33]([F:36])([F:34])[F:35])[CH:28]=2)[C:37](=[O:38])[NH:9]1)[C:15]#[N:16], predict the reactants needed to synthesize it. The reactants are: C(N(CC)CC)C.Cl.[NH2:9][CH:10]([C:20]1[C:24](=[O:25])[CH2:23][CH2:22][C:21]=1[NH:26][C:27]1[CH:32]=[CH:31][CH:30]=[C:29]([C:33]([F:36])([F:35])[F:34])[CH:28]=1)[C:11]1[CH:18]=[CH:17][C:14]([C:15]#[N:16])=[CH:13][C:12]=1[Br:19].[C:37](N1C=CN=C1)(N1C=CN=C1)=[O:38].O. (4) Given the product [CH3:10][C:9]1[O:8][C:7]([C:11]2[CH:12]=[CH:13][C:14]([C:17]([F:20])([F:19])[F:18])=[CH:15][CH:16]=2)=[N:6][C:5]=1[CH2:4][NH2:1], predict the reactants needed to synthesize it. The reactants are: [N:1]([CH2:4][C:5]1[N:6]=[C:7]([C:11]2[CH:16]=[CH:15][C:14]([C:17]([F:20])([F:19])[F:18])=[CH:13][CH:12]=2)[O:8][C:9]=1[CH3:10])=[N+]=[N-].[H][H]. (5) Given the product [Br:16][C:17]1[CH:18]=[C:19]2[C:24](=[CH:25][CH:26]=1)[N:23]=[C:22]([Cl:27])[C:21]([CH:28]=[CH:12][C:11]1[CH:10]=[N:9][CH:8]=[C:7]([C:1]3[CH2:6][CH2:5][CH2:4][CH2:3][CH:2]=3)[CH:14]=1)=[CH:20]2, predict the reactants needed to synthesize it. The reactants are: [C:1]1([C:7]2[CH:8]=[N:9][CH:10]=[C:11]([CH:14]=2)[CH:12]=O)[CH2:6][CH2:5][CH2:4][CH2:3][CH:2]=1.[Cl-].[Br:16][C:17]1[CH:18]=[C:19]2[C:24](=[CH:25][CH:26]=1)[N:23]=[C:22]([Cl:27])[C:21]([CH2:28][P+](C1C=CC=CC=1)(C1C=CC=CC=1)C1C=CC=CC=1)=[CH:20]2.C(=O)([O-])[O-].[K+].[K+].